This data is from CYP2C9 inhibition data for predicting drug metabolism from PubChem BioAssay. The task is: Regression/Classification. Given a drug SMILES string, predict its absorption, distribution, metabolism, or excretion properties. Task type varies by dataset: regression for continuous measurements (e.g., permeability, clearance, half-life) or binary classification for categorical outcomes (e.g., BBB penetration, CYP inhibition). Dataset: cyp2c9_veith. (1) The drug is COc1cccc(C(=O)N(Cc2ccccc2)Cc2cc3cc4c(cc3[nH]c2=O)OCCO4)c1. The result is 1 (inhibitor). (2) The compound is CC(C)CN1CC2(CCN(C(=O)c3cnccn3)CC2)C1. The result is 0 (non-inhibitor). (3) The result is 1 (inhibitor). The drug is COc1ccc(N(Cc2c(C(F)(F)F)nn(C)c2Cl)S(=O)(=O)c2ccc(C)cc2)cc1. (4) The molecule is COc1ccc(NC(=O)C(CCS(C)(=O)=O)NC(C)=O)cc1. The result is 0 (non-inhibitor).